This data is from Forward reaction prediction with 1.9M reactions from USPTO patents (1976-2016). The task is: Predict the product of the given reaction. Given the reactants [CH3:1][O:2][C:3]1[CH:4]=[C:5]([OH:13])[C:6](=[CH:11][CH:12]=1)[C:7]([O:9][CH3:10])=[O:8].C([O-])([O-])=O.[Cs+].[Cs+].[CH2:20](Br)[CH:21]=[CH2:22], predict the reaction product. The product is: [CH2:22]([O:13][C:5]1[CH:4]=[C:3]([O:2][CH3:1])[CH:12]=[CH:11][C:6]=1[C:7]([O:9][CH3:10])=[O:8])[CH:21]=[CH2:20].